This data is from Forward reaction prediction with 1.9M reactions from USPTO patents (1976-2016). The task is: Predict the product of the given reaction. The product is: [N+:1]([C:4]1[CH:9]=[CH:8][CH:7]=[CH:6][CH:5]=1)(=[N:18][C:13]1[CH:14]=[CH:15][CH:16]=[CH:17][CH:12]=1)[O-:3]. Given the reactants [N+:1]([C:4]1[CH:9]=[CH:8][CH:7]=[CH:6][CH:5]=1)([O-:3])=O.C([C:12]1[CH:17]=[CH:16][CH:15]=[CH:14][C:13]=1[N+:18]([O-])=O)C, predict the reaction product.